From a dataset of Forward reaction prediction with 1.9M reactions from USPTO patents (1976-2016). Predict the product of the given reaction. (1) Given the reactants [F:1][C:2]([F:16])([F:15])[C:3]1[CH:8]=[C:7]([C:9]([F:12])([F:11])[F:10])[CH:6]=[C:5]([NH2:13])[C:4]=1[NH2:14].[CH3:17][S:18][CH2:19][C:20](O)=[O:21].CN(C(ON1N=NC2C=CC=NC1=2)=[N+](C)C)C.F[P-](F)(F)(F)(F)F.C(N(CC)CC)C, predict the reaction product. The product is: [NH2:14][C:4]1[C:3]([C:2]([F:15])([F:16])[F:1])=[CH:8][C:7]([C:9]([F:12])([F:11])[F:10])=[CH:6][C:5]=1[NH:13][C:20](=[O:21])[CH2:19][S:18][CH3:17]. (2) Given the reactants [NH2:1][C:2]1[CH:7]=[C:6]([CH:8]2[CH2:10][CH2:9]2)[CH:5]=[CH:4][N:3]=1.[Br:11][C:12]1[CH:17]=[C:16]([CH3:18])[CH:15]=[C:14](Br)[N:13]=1.N#N.CC(C)([O-])C.[Na+], predict the reaction product. The product is: [Br:11][C:12]1[N:13]=[C:14]([NH:1][C:2]2[CH:7]=[C:6]([CH:8]3[CH2:10][CH2:9]3)[CH:5]=[CH:4][N:3]=2)[CH:15]=[C:16]([CH3:18])[CH:17]=1. (3) Given the reactants Br[C:2]1[CH:9]=[CH:8][C:5]([C:6]#[N:7])=[C:4]([OH:10])[CH:3]=1.[CH:11]1([B-](F)(F)F)[CH2:13][CH2:12]1.[K+].[O-]P([O-])([O-])=O.[K+].[K+].[K+], predict the reaction product. The product is: [CH:11]1([C:2]2[CH:9]=[CH:8][C:5]([C:6]#[N:7])=[C:4]([OH:10])[CH:3]=2)[CH2:13][CH2:12]1. (4) Given the reactants [NH2:1][C:2]1[C:9]([F:10])=[CH:8][C:5]([C:6]#[N:7])=[C:4]([F:11])[CH:3]=1.CO.[O:14](C(OC(C)(C)C)=O)[C:15]([O:17][C:18]([CH3:21])([CH3:20])[CH3:19])=O, predict the reaction product. The product is: [C:18]([O:17][C:15](=[O:14])[NH:7][CH2:6][C:5]1[CH:8]=[C:9]([F:10])[C:2]([NH2:1])=[CH:3][C:4]=1[F:11])([CH3:21])([CH3:20])[CH3:19]. (5) Given the reactants CC1C=CC(C2C=NN(C)C=2)=C(C=1)C(OC)=O.[F:18][C:19]1[CH:24]=[CH:23][C:22](B2OC(C)(C)C(C)(C)O2)=[CH:21][CH:20]=1.Br[C:35]1[C:36]([C:42]#[N:43])=[N:37][C:38]([CH3:41])=[CH:39][CH:40]=1, predict the reaction product. The product is: [F:18][C:19]1[CH:20]=[CH:21][C:22]([C:35]2[C:36]([C:42]#[N:43])=[N:37][C:38]([CH3:41])=[CH:39][CH:40]=2)=[CH:23][CH:24]=1.